Predict which catalyst facilitates the given reaction. From a dataset of Catalyst prediction with 721,799 reactions and 888 catalyst types from USPTO. (1) Reactant: [C:1]([O:5][C:6](=[O:23])[NH:7][CH:8]1[CH2:13][CH2:12][C:11]([C:14]2[CH:15]=[C:16]3[CH:22]=[CH:21][NH:20][C:17]3=[N:18][CH:19]=2)=[CH:10][CH2:9]1)([CH3:4])([CH3:3])[CH3:2].CCOC(C)=O. Product: [C:1]([O:5][C:6](=[O:23])[NH:7][CH:8]1[CH2:9][CH2:10][CH:11]([C:14]2[CH:15]=[C:16]3[CH:22]=[CH:21][NH:20][C:17]3=[N:18][CH:19]=2)[CH2:12][CH2:13]1)([CH3:4])([CH3:2])[CH3:3]. The catalyst class is: 43. (2) Reactant: [Br:1][C:2]1[CH:7]=[C:6]([F:8])[CH:5]=[CH:4][C:3]=1[OH:9].C(=O)([O-])[O-].[K+].[K+].[CH3:16][O:17][CH2:18][CH2:19]Br. Product: [Br:1][C:2]1[CH:7]=[C:6]([F:8])[CH:5]=[CH:4][C:3]=1[O:9][CH2:19][CH2:18][O:17][CH3:16]. The catalyst class is: 10.